Dataset: Full USPTO retrosynthesis dataset with 1.9M reactions from patents (1976-2016). Task: Predict the reactants needed to synthesize the given product. (1) Given the product [CH3:1][C:2]1[N:3]=[CH:4][C:5]([N:8]2[CH2:13][CH2:12][CH:11]([O:14][C:15]3[S:16][C:17]4[CH:23]=[C:22]([C:24]5[CH2:29][CH2:28][NH:27][CH2:26][CH:25]=5)[CH:21]=[CH:20][C:18]=4[N:19]=3)[CH2:10][CH2:9]2)=[N:6][CH:7]=1, predict the reactants needed to synthesize it. The reactants are: [CH3:1][C:2]1[N:3]=[CH:4][C:5]([N:8]2[CH2:13][CH2:12][CH:11]([O:14][C:15]3[S:16][C:17]4[CH:23]=[C:22]([C:24]5[CH2:29][CH2:28][N:27](C(OC(C)(C)C)=O)[CH2:26][CH:25]=5)[CH:21]=[CH:20][C:18]=4[N:19]=3)[CH2:10][CH2:9]2)=[N:6][CH:7]=1.C(O)(C(F)(F)F)=O.C(C1C=NC(N2CCC(OC3SC4C=C(C5CCNCC=5)C=CC=4N=3)CC2)=NC=1)CC. (2) Given the product [CH3:8][C@H:9]([O:13][C:14]1[N:22]=[C:21]2[C:17]([N:18]=[C:19]([O:23][CH3:24])[N:20]2[CH2:27][CH2:28][CH:29]2[CH2:33][CH2:32][CH2:31][O:30]2)=[C:16]([NH2:25])[N:15]=1)[CH2:10][CH2:11][CH3:12], predict the reactants needed to synthesize it. The reactants are: FC(F)(F)C(O)=O.[CH3:8][C@H:9]([O:13][C:14]1[NH:15][C:16]([NH2:25])=[C:17]2[C:21]([N:22]=1)=[N:20][C:19]([O:23][CH3:24])=[N:18]2)[CH2:10][CH2:11][CH3:12].Br[CH2:27][CH2:28][CH:29]1[CH2:33][CH2:32][CH2:31][O:30]1. (3) Given the product [F:21][C:22]1[CH:27]=[CH:26][C:25]([O:28][CH3:29])=[CH:24][C:23]=1[C:12]1[CH:11]=[CH:10][C:5]([C:6]([O:8][CH3:9])=[O:7])=[CH:4][C:3]=1[CH:1]=[O:2], predict the reactants needed to synthesize it. The reactants are: [CH:1]([C:3]1[CH:4]=[C:5]([CH:10]=[CH:11][C:12]=1OS(C(F)(F)F)(=O)=O)[C:6]([O:8][CH3:9])=[O:7])=[O:2].[F:21][C:22]1[CH:27]=[CH:26][C:25]([O:28][CH3:29])=[CH:24][C:23]=1B(O)O.C([O-])([O-])=O.[Cs+].[Cs+].N#N.